This data is from Forward reaction prediction with 1.9M reactions from USPTO patents (1976-2016). The task is: Predict the product of the given reaction. (1) Given the reactants Cl[C:2]1[CH:7]=[CH:6][N:5]=[CH:4][C:3]=1[N+:8]([O-:10])=[O:9].[CH3:11][C:12]([O:15][C:16]([NH:18][C@H:19]1[CH2:24][NH:23][CH2:22][CH2:21][CH2:20]1)=[O:17])([CH3:14])[CH3:13].C(N(C(C)C)CC)(C)C, predict the reaction product. The product is: [N+:8]([C:3]1[CH:4]=[N:5][CH:6]=[CH:7][C:2]=1[N:23]1[CH2:22][CH2:21][CH2:20][C@@H:19]([NH:18][C:16](=[O:17])[O:15][C:12]([CH3:13])([CH3:11])[CH3:14])[CH2:24]1)([O-:10])=[O:9]. (2) Given the reactants [CH2:1]([S:4]([NH:7][C:8](=[O:42])[CH2:9][C@H:10]1[O:16][C@H:15]([C:17]2[CH:22]=[CH:21][CH:20]=[C:19]([O:23][CH3:24])[C:18]=2[O:25][CH3:26])[C:14]2[CH:27]=[C:28]([Cl:31])[CH:29]=[CH:30][C:13]=2[N:12]([CH2:32][C:33]([CH3:40])([CH3:39])[CH2:34][O:35]C(=O)C)[C:11]1=[O:41])(=[O:6])=[O:5])[CH2:2][CH3:3].[OH-].[Na+].C(O)C, predict the reaction product. The product is: [CH2:1]([S:4]([NH:7][C:8](=[O:42])[CH2:9][C@H:10]1[O:16][C@H:15]([C:17]2[CH:22]=[CH:21][CH:20]=[C:19]([O:23][CH3:24])[C:18]=2[O:25][CH3:26])[C:14]2[CH:27]=[C:28]([Cl:31])[CH:29]=[CH:30][C:13]=2[N:12]([CH2:32][C:33]([CH3:40])([CH3:39])[CH2:34][OH:35])[C:11]1=[O:41])(=[O:5])=[O:6])[CH2:2][CH3:3].